From a dataset of NCI-60 drug combinations with 297,098 pairs across 59 cell lines. Regression. Given two drug SMILES strings and cell line genomic features, predict the synergy score measuring deviation from expected non-interaction effect. (1) Drug 1: C1=C(C(=O)NC(=O)N1)N(CCCl)CCCl. Drug 2: CCCCC(=O)OCC(=O)C1(CC(C2=C(C1)C(=C3C(=C2O)C(=O)C4=C(C3=O)C=CC=C4OC)O)OC5CC(C(C(O5)C)O)NC(=O)C(F)(F)F)O. Cell line: HT29. Synergy scores: CSS=15.0, Synergy_ZIP=-7.31, Synergy_Bliss=1.82, Synergy_Loewe=-0.405, Synergy_HSA=-0.0933. (2) Drug 1: C1CCC(C1)C(CC#N)N2C=C(C=N2)C3=C4C=CNC4=NC=N3. Drug 2: C1CC(=O)NC(=O)C1N2C(=O)C3=CC=CC=C3C2=O. Cell line: HCT-15. Synergy scores: CSS=-0.695, Synergy_ZIP=1.54, Synergy_Bliss=3.92, Synergy_Loewe=1.76, Synergy_HSA=2.15. (3) Drug 1: C1CCC(CC1)NC(=O)N(CCCl)N=O. Drug 2: COCCOC1=C(C=C2C(=C1)C(=NC=N2)NC3=CC=CC(=C3)C#C)OCCOC.Cl. Cell line: HCT116. Synergy scores: CSS=18.5, Synergy_ZIP=3.43, Synergy_Bliss=3.74, Synergy_Loewe=3.82, Synergy_HSA=4.34.